From a dataset of Catalyst prediction with 721,799 reactions and 888 catalyst types from USPTO. Predict which catalyst facilitates the given reaction. (1) Reactant: NC1C=CNN=1.O/[CH:8]=[C:9]1\[C:10](=[O:18])[NH:11][C:12]2[C:17]\1=[CH:16][CH:15]=[CH:14][CH:13]=2.[N:19]1([CH2:25][CH2:26][CH2:27][O:28][C:29]2[CH:41]=[CH:40][C:32]([CH2:33][C:34]3[CH:35]=[C:36]([NH2:39])[NH:37][N:38]=3)=[CH:31][CH:30]=2)[CH2:24][CH2:23][O:22][CH2:21][CH2:20]1. Product: [N:19]1([CH2:25][CH2:26][CH2:27][O:28][C:29]2[CH:30]=[CH:31][C:32]([CH2:33][C:34]3[CH:35]=[C:36]([NH:39][CH:8]=[C:9]4[C:17]5[C:12](=[CH:13][CH:14]=[CH:15][CH:16]=5)[NH:11][C:10]4=[O:18])[NH:37][N:38]=3)=[CH:40][CH:41]=2)[CH2:24][CH2:23][O:22][CH2:21][CH2:20]1. The catalyst class is: 7. (2) Reactant: C(OC(=O)[N:7]=[C:8]([NH:47]C(OC(C)(C)C)=O)[NH:9][CH2:10][CH2:11][O:12][C:13]1[CH:18]=[C:17]([F:19])[C:16]([CH2:20][S:21][C:22]2[N:23]([C:39]3[CH:44]=[CH:43][C:42]([F:45])=[CH:41][CH:40]=3)[C:24]([C:27]([C:30]3[CH:35]=[CH:34][C:33]([Cl:36])=[C:32]([O:37][CH3:38])[CH:31]=3)([CH3:29])[CH3:28])=[CH:25][N:26]=2)=[C:15]([F:46])[CH:14]=1)(C)(C)C.[C:56]([OH:62])([C:58]([F:61])([F:60])[F:59])=[O:57]. Product: [F:59][C:58]([F:61])([F:60])[C:56]([O-:62])=[O:57].[NH2:47][C:8]([NH:9][CH2:10][CH2:11][O:12][C:13]1[CH:18]=[C:17]([F:19])[C:16]([CH2:20][S:21][C:22]2[N:23]([C:39]3[CH:44]=[CH:43][C:42]([F:45])=[CH:41][CH:40]=3)[C:24]([C:27]([C:30]3[CH:35]=[CH:34][C:33]([Cl:36])=[C:32]([O:37][CH3:38])[CH:31]=3)([CH3:29])[CH3:28])=[CH:25][N:26]=2)=[C:15]([F:46])[CH:14]=1)=[NH2+:7]. The catalyst class is: 91. (3) Reactant: [CH2:1]([O:8][C:9]1[CH:14]=[CH:13][N:12]([CH2:15][C:16](=[O:28])[C:17]2[CH:27]=[CH:26][C:20]3[CH2:21][CH2:22][NH:23][CH2:24][CH2:25][C:19]=3[CH:18]=2)[C:11](=[O:29])[CH:10]=1)[C:2]1[CH:7]=[CH:6][CH:5]=[CH:4][CH:3]=1.C=O.[C:32](O)(=O)C.C(O[BH-](OC(=O)C)OC(=O)C)(=O)C.[Na+]. Product: [CH2:1]([O:8][C:9]1[CH:14]=[CH:13][N:12]([CH2:15][C:16]([C:17]2[CH:27]=[CH:26][C:20]3[CH2:21][CH2:22][N:23]([CH3:32])[CH2:24][CH2:25][C:19]=3[CH:18]=2)=[O:28])[C:11](=[O:29])[CH:10]=1)[C:2]1[CH:7]=[CH:6][CH:5]=[CH:4][CH:3]=1. The catalyst class is: 554. (4) Reactant: [S:1]1[CH:5]=[C:4]([C:6]([OH:8])=O)[N:3]=[N:2]1.ClN1C(=O)CCC1=O.[CH:17]1([CH2:20][N:21]2[C:29]3[N:28]=[C:27]([CH2:30][C:31]4[CH:36]=[CH:35][C:34]([NH:37][CH3:38])=[CH:33][CH:32]=4)[NH:26][C:25]=3[C:24](=[O:39])[N:23]([CH2:40][C:41]3[CH:46]=[CH:45][CH:44]=[CH:43][C:42]=3[F:47])[C:22]2=[O:48])[CH2:19][CH2:18]1.C(N(CC)CC)C. Product: [CH:17]1([CH2:20][N:21]2[C:29]3[N:28]=[C:27]([CH2:30][C:31]4[CH:32]=[CH:33][C:34]([N:37]([CH3:38])[C:6]([C:4]5[N:3]=[N:2][S:1][CH:5]=5)=[O:8])=[CH:35][CH:36]=4)[NH:26][C:25]=3[C:24](=[O:39])[N:23]([CH2:40][C:41]3[CH:46]=[CH:45][CH:44]=[CH:43][C:42]=3[F:47])[C:22]2=[O:48])[CH2:19][CH2:18]1. The catalyst class is: 4. (5) Reactant: [CH3:1][O:2][C:3]([C@@H:5]1[CH2:45][C@@H:44]2[CH2:46][N:6]1[C:7](=[O:53])[C@H:8]([C:49]([CH3:52])([CH3:51])[CH3:50])[NH:9][C:10](=[O:48])[O:11][C@@H:12]1[CH2:47][C@H:13]1[CH2:14][CH2:15][CH2:16][CH2:17][CH2:18][C:19]1[C:20]([O:43]2)=[N:21][C:22]2[CH:23]=[CH:24][CH:25]=[CH:26][C:27]=2[C:28]=1[O:29][CH:30]1[CH2:35][CH2:34][N:33](C(OC(C)(C)C)=O)[CH2:32][CH2:31]1)=[O:4].[F:54][C:55]([F:60])([F:59])[C:56]([OH:58])=[O:57]. Product: [F:54][C:55]([F:60])([F:59])[C:56]([OH:58])=[O:57].[CH3:1][O:2][C:3]([C@@H:5]1[CH2:45][C@@H:44]2[CH2:46][N:6]1[C:7](=[O:53])[C@H:8]([C:49]([CH3:51])([CH3:50])[CH3:52])[NH:9][C:10](=[O:48])[O:11][C@@H:12]1[CH2:47][C@H:13]1[CH2:14][CH2:15][CH2:16][CH2:17][CH2:18][C:19]1[C:20]([O:43]2)=[N:21][C:22]2[CH:23]=[CH:24][CH:25]=[CH:26][C:27]=2[C:28]=1[O:29][CH:30]1[CH2:31][CH2:32][NH:33][CH2:34][CH2:35]1)=[O:4]. The catalyst class is: 4.